This data is from Forward reaction prediction with 1.9M reactions from USPTO patents (1976-2016). The task is: Predict the product of the given reaction. (1) Given the reactants [Cl:1][C:2]1[C:3]([I:20])=[CH:4][C:5]2[CH:11]([CH3:12])[CH2:10][N:9](C(=O)C(F)(F)F)[CH2:8][CH2:7][C:6]=2[N:19]=1.C([O-])([O-])=O.[K+].[K+], predict the reaction product. The product is: [Cl:1][C:2]1[C:3]([I:20])=[CH:4][C:5]2[CH:11]([CH3:12])[CH2:10][NH:9][CH2:8][CH2:7][C:6]=2[N:19]=1. (2) Given the reactants [N:1]1[CH:6]=[CH:5][C:4]([O:7][C:8]2[CH:9]=[C:10]([CH:23]=[CH:24][CH:25]=2)[CH2:11][NH:12][C@@H:13]2[C:22]3[C:17](=[CH:18][CH:19]=[CH:20][CH:21]=3)[CH2:16][CH2:15][CH2:14]2)=[CH:3][CH:2]=1.C(N(C(C)C)CC)(C)C.[CH:35]1[C:40]2[C:41]([O:43][C:44](=[O:45])[C:39]=2[CH:38]=[C:37]2[C:46]([O:48][C:49](=[O:50])[C:36]=12)=[O:47])=[O:42].C([O-])([O-])=[O:52].[Na+].[Na+], predict the reaction product. The product is: [N:1]1[CH:2]=[CH:3][C:4]([O:7][C:8]2[CH:9]=[C:10]([CH:23]=[CH:24][CH:25]=2)[CH2:11][N:12]([C@@H:13]2[C:22]3[C:17](=[CH:18][CH:19]=[CH:20][CH:21]=3)[CH2:16][CH2:15][CH2:14]2)[C:41]([C:40]2[CH:35]=[C:36]([C:49]([OH:48])=[O:50])[C:37]([C:46]([OH:52])=[O:47])=[CH:38][C:39]=2[C:44]([OH:43])=[O:45])=[O:42])=[CH:5][CH:6]=1. (3) Given the reactants [CH3:1][O:2][C:3]1[CH:8]=[CH:7][C:6]([C:9]([O:24][CH2:25][C@@H:26]([O:29][C@@H:30]([N:33]2[C:39](=[O:40])[NH:38][C:36](=[O:37])[CH:35]=[CH:34]2)[CH2:31][OH:32])[CH2:27][OH:28])([C:16]2[CH:21]=[CH:20][C:19]([O:22][CH3:23])=[CH:18][CH:17]=2)[C:10]2[CH:15]=[CH:14][CH:13]=[CH:12][CH:11]=2)=[CH:5][CH:4]=1.C1(C)C=CC=CC=1.N1C(=O)CC[C@H]1C(O)=O.[C:57](Cl)(=[O:64])[C:58]1[CH:63]=[CH:62][CH:61]=[CH:60][CH:59]=1, predict the reaction product. The product is: [CH3:23][O:22][C:19]1[CH:18]=[CH:17][C:16]([C:9]([O:24][CH2:25][C@@H:26]([O:29][C@@H:30]([N:33]2[C:39](=[O:40])[NH:38][C:36](=[O:37])[CH:35]=[CH:34]2)[CH2:31][O:32][C:57]([C:58]2[CH:63]=[CH:62][CH:61]=[CH:60][CH:59]=2)=[O:64])[CH2:27][OH:28])([C:6]2[CH:7]=[CH:8][C:3]([O:2][CH3:1])=[CH:4][CH:5]=2)[C:10]2[CH:11]=[CH:12][CH:13]=[CH:14][CH:15]=2)=[CH:21][CH:20]=1. (4) Given the reactants C(OC([NH:8][CH2:9][CH2:10][S:11][C:12]1[N:21]=[CH:20][C:19]([O:22][CH3:23])=[CH:18][C:13]=1[C:14]([O:16][CH3:17])=[O:15])=O)(C)(C)C.Cl, predict the reaction product. The product is: [NH2:8][CH2:9][CH2:10][S:11][C:12]1[N:21]=[CH:20][C:19]([O:22][CH3:23])=[CH:18][C:13]=1[C:14]([O:16][CH3:17])=[O:15]. (5) Given the reactants [Cl:1][C:2]1[N:7]=[C:6]([NH:8][C:9]2[CH:14]=[CH:13][CH:12]=[C:11]([N+:15]([O-:17])=[O:16])[CH:10]=2)[CH:5]=[CH:4][N:3]=1.CCN(C(C)C)C(C)C.Cl[C:28]([O:30][CH2:31][C:32]1[CH:37]=[CH:36][CH:35]=[CH:34][CH:33]=1)=[O:29], predict the reaction product. The product is: [Cl:1][C:2]1[N:7]=[C:6]([N:8]([C:9]2[CH:14]=[CH:13][CH:12]=[C:11]([N+:15]([O-:17])=[O:16])[CH:10]=2)[C:28](=[O:29])[O:30][CH2:31][C:32]2[CH:37]=[CH:36][CH:35]=[CH:34][CH:33]=2)[CH:5]=[CH:4][N:3]=1. (6) Given the reactants IC1N=[C:6]([CH3:8])[C:5]([C:9]2[CH:14]=[CH:13][C:12]([O:15][CH3:16])=[CH:11][CH:10]=2)=CC=1.C([N:19]([CH2:22][CH3:23])[CH2:20][CH3:21])C.[CH2:24]([OH:31])[C:25]1[CH:30]=[CH:29][CH:28]=[CH:27][CH:26]=1.[C]=[O:33], predict the reaction product. The product is: [CH3:16][O:15][C:12]1[CH:11]=[CH:10][C:9]([C:5]2[CH:6]=[CH:8][C:22]([C:23]([O:31][CH2:24][C:25]3[CH:30]=[CH:29][CH:28]=[CH:27][CH:26]=3)=[O:33])=[N:19][C:20]=2[CH3:21])=[CH:14][CH:13]=1.